From a dataset of Reaction yield outcomes from USPTO patents with 853,638 reactions. Predict the reaction yield, written as a fraction of the theoretical maximum amount of product (1.0 means a 100% yield; for example, 0.34 means a 34% yield). (1) The reactants are [F:1][C:2]1[CH:7]=[CH:6][CH:5]=[CH:4][C:3]=1[SH:8].F[C:10]1[CH:15]=[CH:14][CH:13]=[CH:12][C:11]=1[N+:16]([O-:18])=[O:17].[F:19][C:20]1[CH:25]=[CH:24][CH:23]=[CH:22][C:21]=1[S:26][C:27]1[CH:33]=[CH:32][CH:31]=[CH:30][C:28]=1[NH2:29].[NH2:34][C:35]1SC=[CH:38][N:39]=1. No catalyst specified. The product is [F:1][C:2]1[CH:7]=[CH:6][CH:5]=[CH:4][C:3]=1[S:8][C:10]1[CH:15]=[CH:14][CH:13]=[CH:12][C:11]=1[N+:16]([O-:18])=[O:17].[F:19][C:20]1[CH:25]=[CH:24][CH:23]=[CH:22][C:21]=1[S:26][C:27]1[CH:33]=[CH:32][CH:31]=[CH:30][C:28]=1[NH:29][C:38]([NH:39][C:35]1[S:8][CH:3]=[CH:2][N:34]=1)=[O:17]. The yield is 0.830. (2) The reactants are [C:1]([C:5]1[O:9][N:8]=[C:7]([NH:10][C:11]([NH:13][C:14]2[CH:19]=[CH:18][CH:17]=[C:16]([S:20][C:21]3[C:30]4[C:25](=[CH:26][C:27]([O:41][CH3:42])=[C:28]([O:31][CH2:32][CH2:33][CH2:34][N:35]5[CH2:40][CH2:39]C[CH2:37][CH2:36]5)[CH:29]=4)[N:24]=[CH:23][N:22]=3)[CH:15]=2)=[O:12])[CH:6]=1)([CH3:4])([CH3:3])[CH3:2].N1CC[O:46]CC1.C(N(C(C)C)CC)(C)C. The catalyst is [I-].C([N+](CCCC)(CCCC)CCCC)CCC. The product is [C:1]([C:5]1[O:9][N:8]=[C:7]([NH:10][C:11]([NH:13][C:14]2[CH:19]=[CH:18][CH:17]=[C:16]([S:20][C:21]3[C:30]4[C:25](=[CH:26][C:27]([O:41][CH3:42])=[C:28]([O:31][CH2:32][CH2:33][CH2:34][N:35]5[CH2:36][CH2:37][O:46][CH2:39][CH2:40]5)[CH:29]=4)[N:24]=[CH:23][N:22]=3)[CH:15]=2)=[O:12])[CH:6]=1)([CH3:4])([CH3:2])[CH3:3]. The yield is 0.220. (3) The reactants are [NH2:1][C:2]1[CH:9]=[CH:8][C:5]([C:6]#[N:7])=[C:4]([I:10])[CH:3]=1.[C:11]1(=O)[O:16][C:14](=[O:15])[CH:13]=[CH:12]1. The catalyst is C(O)(=O)C. The product is [O:15]=[C:14]1[CH:13]=[CH:12][C:11](=[O:16])[N:1]1[C:2]1[CH:9]=[CH:8][C:5]([C:6]#[N:7])=[C:4]([I:10])[CH:3]=1. The yield is 0.900. (4) The reactants are ClC(Cl)(O[C:5](=[O:11])OC(Cl)(Cl)Cl)Cl.[CH3:13][O:14][C:15]([NH:17][NH:18][CH:19]([CH3:21])[CH3:20])=[O:16].CCN(C(C)C)C(C)C.[Br:31][C:32]1[CH:37]=[CH:36][C:35]([C:38]2[NH:42][C:41]([CH:43]3[CH2:47][CH2:46][CH2:45][NH:44]3)=[N:40][CH:39]=2)=[CH:34][CH:33]=1. The yield is 0.160. The catalyst is C(Cl)Cl. The product is [CH3:13][O:14][C:15]([NH:17][N:18]([C:5]([N:44]1[CH2:45][CH2:46][CH2:47][CH:43]1[C:41]1[NH:42][C:38]([C:35]2[CH:36]=[CH:37][C:32]([Br:31])=[CH:33][CH:34]=2)=[CH:39][N:40]=1)=[O:11])[CH:19]([CH3:21])[CH3:20])=[O:16]. (5) The reactants are [CH3:1][NH2:2].Cl[CH2:4][C:5]1[N:6]=[C:7]([CH3:10])[S:8][CH:9]=1. No catalyst specified. The product is [CH3:1][NH:2][CH2:4][C:5]1[N:6]=[C:7]([CH3:10])[S:8][CH:9]=1. The yield is 0.640. (6) The reactants are [C:1]([O:5][C:6](=[O:22])[NH:7][CH2:8][CH2:9][C:10]1[C:18]2[C:13](=[CH:14][C:15]([N+:19]([O-])=O)=[CH:16][CH:17]=2)[NH:12][CH:11]=1)([CH3:4])([CH3:3])[CH3:2]. The catalyst is CCO.[Ni]. The product is [C:1]([O:5][C:6](=[O:22])[NH:7][CH2:8][CH2:9][C:10]1[C:18]2[C:13](=[CH:14][C:15]([NH2:19])=[CH:16][CH:17]=2)[NH:12][CH:11]=1)([CH3:4])([CH3:2])[CH3:3]. The yield is 0.670. (7) The reactants are [NH:1]1[CH2:6][CH2:5][O:4][CH2:3][CH2:2]1.Br[CH2:8][C:9]([C:11]1[CH:16]=[CH:15][CH:14]=[C:13]([Br:17])[CH:12]=1)=[O:10]. The catalyst is CCOCC.ClCCl. The product is [Br:17][C:13]1[CH:12]=[C:11]([C:9](=[O:10])[CH2:8][N:1]2[CH2:6][CH2:5][O:4][CH2:3][CH2:2]2)[CH:16]=[CH:15][CH:14]=1. The yield is 1.00. (8) The yield is 0.810. The product is [ClH:12].[N:1]1[CH:6]=[CH:5][CH:4]=[C:3]([S:7]([Cl:19])(=[O:10])=[O:8])[CH:2]=1. The catalyst is C(Cl)(Cl)Cl. The reactants are [N:1]1[CH:6]=[CH:5][CH:4]=[C:3]([S:7]([OH:10])(=O)=[O:8])[CH:2]=1.P(Cl)(Cl)(Cl)(Cl)[Cl:12].P(Cl)(Cl)([Cl:19])=O.Cl. (9) The reactants are [Br:1][C:2]1[CH:3]=[C:4]([C:8](=O)[CH2:9][N:10]2[CH2:15][CH2:14][O:13][CH2:12][CH2:11]2)[CH:5]=[CH:6][CH:7]=1.CN.[C:19]([BH3-])#[N:20].[Na+].C(O)(=O)C. The catalyst is C1COCC1. The product is [Br:1][C:2]1[CH:3]=[C:4]([CH:8]([NH:20][CH3:19])[CH2:9][N:10]2[CH2:15][CH2:14][O:13][CH2:12][CH2:11]2)[CH:5]=[CH:6][CH:7]=1. The yield is 1.00.